The task is: Predict the reactants needed to synthesize the given product.. This data is from Full USPTO retrosynthesis dataset with 1.9M reactions from patents (1976-2016). (1) Given the product [C:9]([CH:8]([C:6]1[N:7]=[C:2]([NH:14][C:15]2[S:16][C:17]([C:23]3[CH:28]=[CH:27][C:26]([C:29]([OH:32])([CH3:30])[CH3:31])=[CH:25][C:24]=3[F:33])=[CH:18][C:19]=2[C:20]([NH2:22])=[O:21])[CH:3]=[CH:4][CH:5]=1)[CH2:11][CH2:12][OH:13])#[N:10], predict the reactants needed to synthesize it. The reactants are: Br[C:2]1[N:7]=[C:6]([CH:8]([CH2:11][CH2:12][OH:13])[C:9]#[N:10])[CH:5]=[CH:4][CH:3]=1.[NH2:14][C:15]1[S:16][C:17]([C:23]2[CH:28]=[CH:27][C:26]([C:29]([OH:32])([CH3:31])[CH3:30])=[CH:25][C:24]=2[F:33])=[CH:18][C:19]=1[C:20]([NH2:22])=[O:21]. (2) Given the product [CH:36]([N:39]1[N:43]=[N:42][C:41]([CH2:44][CH2:45][NH:46][C:15]([NH:16][C:17]2[N:18]=[C:19]3[CH:24]=[CH:23][C:22]([C:25]4[CH:26]=[N:27][C:28]([O:31][CH3:32])=[CH:29][CH:30]=4)=[CH:21][N:20]3[CH:33]=2)=[O:34])=[N:40]1)([CH3:38])[CH3:37], predict the reactants needed to synthesize it. The reactants are: C(N(CC)CC)C.C1(O[C:15](=[O:34])[NH:16][C:17]2[N:18]=[C:19]3[CH:24]=[CH:23][C:22]([C:25]4[CH:26]=[N:27][C:28]([O:31][CH3:32])=[CH:29][CH:30]=4)=[CH:21][N:20]3[CH:33]=2)C=CC=CC=1.Cl.[CH:36]([N:39]1[N:43]=[N:42][C:41]([CH2:44][CH2:45][NH2:46])=[N:40]1)([CH3:38])[CH3:37].O. (3) Given the product [F:37][C:15]1[CH:14]=[C:13]([NH:12][C:10](=[O:11])[CH2:9][C@H:5]([OH:4])[C:6]([OH:8])=[O:7])[CH:18]=[CH:17][C:16]=1[C:19]1[S:20][C:21]2[C:26]([N:27]=1)=[CH:25][CH:24]=[C:23]([C:28]1([C:31]3[CH:36]=[CH:35][CH:34]=[CH:33][CH:32]=3)[CH2:29][CH2:30]1)[N:22]=2, predict the reactants needed to synthesize it. The reactants are: C([O:4][C@@H:5]([CH2:9][C:10]([NH:12][C:13]1[CH:18]=[CH:17][C:16]([C:19]2[S:20][C:21]3[C:26]([N:27]=2)=[CH:25][CH:24]=[C:23]([C:28]2([C:31]4[CH:36]=[CH:35][CH:34]=[CH:33][CH:32]=4)[CH2:30][CH2:29]2)[N:22]=3)=[C:15]([F:37])[CH:14]=1)=[O:11])[C:6]([OH:8])=[O:7])(=O)C.C1COCC1.[OH-].[Na+].